From a dataset of Experimentally validated miRNA-target interactions with 360,000+ pairs, plus equal number of negative samples. Binary Classification. Given a miRNA mature sequence and a target amino acid sequence, predict their likelihood of interaction. (1) The miRNA is hsa-miR-181a-5p with sequence AACAUUCAACGCUGUCGGUGAGU. The protein sequence of the target gene is MEGTAGTITSNEWSSPTSPEGSTASGGSQALDKPIDNDAEGVWSPDIEQSFQEALAIYPPCGRRKIILSDEGKMYGRNELIARYIKLRTGKTRTRKQVSSHIQVLARRKAREIQAKLKDQAAKDKALQSMAAMSSAQIISATAFHSSMALARGPGRPAVSGFWQGALPGQAGTSHDVKPFSQQTYAVQPPLPLPGFESPAGPAPSPSAPPAPPWQGRSVASSKLWMLEFSAFLEQQQDPDTYNKHLFVHIGQSSPSYSDPYLEAVDIRQIYDKFPEKKGGLKDLFERGPSNAFFLVKFWA.... Result: 1 (interaction). (2) Result: 0 (no interaction). The protein sequence of the target gene is MLKAVLKKSREGGKGGKKEAGSDFGPETSPVLHLDHSADSPVSSLPTAEDTYRVSLAKGVSMSLPSSPLLPRQSHLVQSRVNKKSPGPVRKPKYVESPRVPGDAVIMPFREVAKPTEPDEHEAKADNEPSCSPAAQELLTRLGFLLGEGIPSATHITIEDKNETMCTALSQGISPCSTLTSSTASPSTDSPCSTLNSCVSKTAANKSPCETISSPSSTLESKDSGIIATITSSSENDDRSGSSLEWNKDGNLRLGVQKGVLHDRRADNCSPVAEEETTGSAESTLPKAESSAGDGPVPYS.... The miRNA is hsa-miR-3136-5p with sequence CUGACUGAAUAGGUAGGGUCAUU. (3) The miRNA is hsa-miR-8485 with sequence CACACACACACACACACGUAU. The protein sequence of the target gene is MPDIIWVFPPQAEAEEDCHSDTVRADDDEENESPAETDLQAQLQMFRAQWMFELAPGVSSSNLENRPCRAARGSLQKTSADTKGKQEQAKEEKARELFLKAVEEEQNGALYEAIKFYRRAMQLVPDIEFKITYTRSPDGDGVGNSYIEDNDDDSKMADLLSYFQQQLTFQESVLKLCQPELESSQIHISVLPMEVLMYIFRWVVSSDLDLRSLEQLSLVCRGFYICARDPEIWRLACLKVWGRSCIKLVPYTSWREMFLERPRVRFDGVYISKTTYIRQGEQSLDGFYRAWHQVEYYRYI.... Result: 1 (interaction).